From a dataset of Reaction yield outcomes from USPTO patents with 853,638 reactions. Predict the reaction yield, written as a fraction of the theoretical maximum amount of product (1.0 means a 100% yield; for example, 0.34 means a 34% yield). (1) The reactants are [CH3:1][O:2][C:3](=[O:27])[C:4]1[CH:9]=[C:8]([O:10][CH3:11])[C:7]([CH3:12])=[C:6]([O:13][CH3:14])[C:5]=1[O:15][C:16]1[CH:21]=[C:20]([O:22][CH3:23])[CH:19]=[C:18]([CH3:24])[C:17]=1[CH:25]=[O:26].S(=O)(=O)([OH:30])N.[O-]Cl=O.[Na+]. The catalyst is O.C1COCC1.CS(C)=O.O.CCOC(C)=O. The product is [CH3:1][O:2][C:3](=[O:27])[C:4]1[CH:9]=[C:8]([O:10][CH3:11])[C:7]([CH3:12])=[C:6]([O:13][CH3:14])[C:5]=1[O:15][C:16]1[CH:21]=[C:20]([O:22][CH3:23])[CH:19]=[C:18]([CH3:24])[C:17]=1[C:25]([OH:30])=[O:26]. The yield is 0.850. (2) The catalyst is O1CCCC1.[Cl-].[NH4+]. The product is [CH3:9][N:10]([CH3:15])[S:11]([N:7]1[CH:8]=[C:4]([Br:3])[N:5]=[CH:6]1)(=[O:13])=[O:12]. The reactants are [H-].[Na+].[Br:3][C:4]1[N:5]=[CH:6][NH:7][CH:8]=1.[CH3:9][N:10]([CH3:15])[S:11](Cl)(=[O:13])=[O:12]. The yield is 0.870. (3) The reactants are C[Si](C)(C)[C:3]1[S:4][CH:5]=[CH:6][N:7]=1.[C:10]([O:14][C:15](C1CCC(C=O)CC1)=[O:16])([CH3:13])([CH3:12])[CH3:11].CC[CH2:27][CH2:28][N+:29](CCCC)(CCCC)CCCC.[F-].[CH2:43]1[CH2:47][O:46][CH2:45][CH2:44]1. No catalyst specified. The product is [C:10]([O:14][C:15]([N:29]1[CH2:45][CH2:44][CH:43]([CH:47]([OH:46])[C:3]2[S:4][CH:5]=[CH:6][N:7]=2)[CH2:27][CH2:28]1)=[O:16])([CH3:11])([CH3:12])[CH3:13]. The yield is 0.500. (4) The reactants are [CH3:1][O:2][C:3](=[O:16])/[CH:4]=[CH:5]/[C:6]1[CH:7]=[N:8][CH:9]=[C:10]([C:12]([F:15])([F:14])[F:13])[CH:11]=1.[Br-].[CH2:18]([S+]1CCCC1)[C:19]1[CH:24]=[CH:23][CH:22]=[CH:21][CH:20]=1.[Li+].[CH3:31][Si]([N-][Si](C)(C)C)(C)C. No catalyst specified. The product is [CH2:1]([O:2][C:3]([C@H:4]1[C@H:5]([C:6]2[CH:7]=[N:8][CH:9]=[C:10]([C:12]([F:15])([F:13])[F:14])[CH:11]=2)[C@H:18]1[C:19]1[CH:24]=[CH:23][CH:22]=[CH:21][CH:20]=1)=[O:16])[CH3:31]. The yield is 0.450. (5) The catalyst is CC(C)=O.O. The reactants are [CH3:1][N:2]1[C:6]([C:7](O)=[O:8])=[CH:5][C:4]([CH3:10])=[N:3]1.C(N(CC)CC)C.C(OC(Cl)=O)C.[N-:24]=[N+:25]=[N-:26].[Na+]. The product is [N:24]([C:7]([C:6]1[N:2]([CH3:1])[N:3]=[C:4]([CH3:10])[CH:5]=1)=[O:8])=[N+:25]=[N-:26]. The yield is 0.340. (6) The reactants are [Cl:1][C:2]1[CH:10]=[CH:9][C:8]([N+:11]([O-:13])=[O:12])=[CH:7][C:3]=1[C:4](O)=[O:5].Cl.[CH3:15][NH:16][CH3:17].C(N(CC)C(C)C)(C)C.CCN=C=NCCCN(C)C.C1C=CC2N(O)N=NC=2C=1. The catalyst is C(#N)C.O. The product is [Cl:1][C:2]1[CH:10]=[CH:9][C:8]([N+:11]([O-:13])=[O:12])=[CH:7][C:3]=1[C:4]([N:16]([CH3:17])[CH3:15])=[O:5]. The yield is 0.800. (7) The reactants are [NH2:1][C:2]1[CH:42]=[CH:41][C:5]2[N:6]=[C:7]([C:9]3[CH:10]=[C:11]([C:15]4[C:16]([N:35]([CH3:40])[S:36]([CH3:39])(=[O:38])=[O:37])=[CH:17][C:18]5[O:22][C:21]([C:23]6[CH:28]=[CH:27][C:26]([F:29])=[CH:25][CH:24]=6)=[C:20]([C:30]([NH:32][CH3:33])=[O:31])[C:19]=5[CH:34]=4)[CH:12]=[CH:13][CH:14]=3)[O:8][C:4]=2[CH:3]=1.N1C=CC=CC=1.[CH3:49][S:50](Cl)(=[O:52])=[O:51]. The catalyst is ClCCl. The product is [F:29][C:26]1[CH:27]=[CH:28][C:23]([C:21]2[O:22][C:18]3[CH:17]=[C:16]([N:35]([CH3:40])[S:36]([CH3:39])(=[O:38])=[O:37])[C:15]([C:11]4[CH:12]=[CH:13][CH:14]=[C:9]([C:7]5[O:8][C:4]6[CH:3]=[C:2]([NH:1][S:50]([CH3:49])(=[O:52])=[O:51])[CH:42]=[CH:41][C:5]=6[N:6]=5)[CH:10]=4)=[CH:34][C:19]=3[C:20]=2[C:30]([NH:32][CH3:33])=[O:31])=[CH:24][CH:25]=1. The yield is 0.901. (8) The reactants are [NH2:1][C:2]1[CH:7]=[CH:6][C:5]([Br:8])=[CH:4][N:3]=1.C([O:12]/[C:13](/[C:23](OC)=[O:24])=[C:14](/OC(=O)C)\[C:15]([O:17][CH3:18])=[O:16])(=O)C. The catalyst is C(O)(=O)C.CO. The product is [CH3:18][O:17][C:15]([C:14]1[N:1]=[C:2]2[CH:7]=[CH:6][C:5]([Br:8])=[CH:4][N:3]2[C:23](=[O:24])[C:13]=1[OH:12])=[O:16]. The yield is 0.0200.